This data is from Catalyst prediction with 721,799 reactions and 888 catalyst types from USPTO. The task is: Predict which catalyst facilitates the given reaction. (1) Reactant: Cl.[F:2][C:3]1[CH:8]=[CH:7][C:6]([CH:9]([OH:23])[CH:10]([NH2:22])[CH2:11][C:12]2[CH:17]=[CH:16][C:15]([C:18]([F:21])([F:20])[F:19])=[CH:14][CH:13]=2)=[CH:5][CH:4]=1.C(N(CC)CC)C.[C:31]1([N:41]=[C:42]=[O:43])[C:40]2[C:35](=[CH:36][CH:37]=[CH:38][CH:39]=2)[CH:34]=[CH:33][CH:32]=1. Product: [F:2][C:3]1[CH:4]=[CH:5][C:6]([CH:9]([OH:23])[CH:10]([NH:22][C:42]([NH:41][C:31]2[C:40]3[C:35](=[CH:36][CH:37]=[CH:38][CH:39]=3)[CH:34]=[CH:33][CH:32]=2)=[O:43])[CH2:11][C:12]2[CH:17]=[CH:16][C:15]([C:18]([F:21])([F:20])[F:19])=[CH:14][CH:13]=2)=[CH:7][CH:8]=1. The catalyst class is: 47. (2) Reactant: [C:1]([CH2:3][C:4](O)=[O:5])#[N:2].C(Cl)(=O)C(Cl)=O.[Si:13]([O:20][CH:21]([C:26]1[CH:31]=[CH:30][C:29]([NH:32][CH2:33][CH2:34][C:35]([O:37][CH2:38][CH3:39])=[O:36])=[CH:28][CH:27]=1)[C:22]([CH3:25])([CH3:24])[CH3:23])([C:16]([CH3:19])([CH3:18])[CH3:17])([CH3:15])[CH3:14].C(N(CC)CC)C. Product: [Si:13]([O:20][CH:21]([C:26]1[CH:31]=[CH:30][C:29]([N:32]([CH2:33][CH2:34][C:35]([O:37][CH2:38][CH3:39])=[O:36])[C:4](=[O:5])[CH2:3][C:1]#[N:2])=[CH:28][CH:27]=1)[C:22]([CH3:25])([CH3:24])[CH3:23])([C:16]([CH3:17])([CH3:19])[CH3:18])([CH3:15])[CH3:14]. The catalyst class is: 120. (3) Reactant: Cl.[F:2][C:3]1([F:29])[CH2:7][CH2:6][C@@H:5]([C@@:8]([OH:28])([C:22]2[CH:27]=[CH:26][CH:25]=[CH:24][CH:23]=2)[C:9]([O:11][CH2:12][CH2:13][CH:14]2[CH2:19][CH2:18][N:17]([CH:20]=[NH:21])[CH2:16][CH2:15]2)=[O:10])[CH2:4]1.[C:30]([O-:37])(=[O:36])/[CH:31]=[CH:32]/[C:33]([O-:35])=[O:34].[Na+].[Na+].C(O)(=O)/C=C/C(O)=O. Product: [C:30]([OH:37])(=[O:36])/[CH:31]=[CH:32]/[C:33]([OH:35])=[O:34].[F:29][C:3]1([F:2])[CH2:7][CH2:6][C@@H:5]([C@@:8]([OH:28])([C:22]2[CH:23]=[CH:24][CH:25]=[CH:26][CH:27]=2)[C:9]([O:11][CH2:12][CH2:13][CH:14]2[CH2:15][CH2:16][N:17]([CH:20]=[NH:21])[CH2:18][CH2:19]2)=[O:10])[CH2:4]1. The catalyst class is: 6. (4) The catalyst class is: 156. Reactant: [CH3:1][O:2][C:3]([C:5]1[CH:6]=[C:7]([C:12]2[CH:17]=[CH:16][C:15]([CH3:18])=[CH:14][CH:13]=2)[CH:8]=[C:9](I)[CH:10]=1)=[O:4].[CH2:19]([C:21]1[NH:22][CH:23]=[CH:24][N:25]=1)[CH3:20].N1CCC[C@H]1C(O)=O.C([O-])([O-])=O.[K+].[K+]. Product: [CH3:1][O:2][C:3]([C:5]1[CH:6]=[C:7]([C:12]2[CH:17]=[CH:16][C:15]([CH3:18])=[CH:14][CH:13]=2)[CH:8]=[C:9]([N:22]2[CH:23]=[CH:24][N:25]=[C:21]2[CH2:19][CH3:20])[CH:10]=1)=[O:4]. (5) Reactant: [F:1][C:2]1[CH:7]=[CH:6][C:5]([N:8]2[C:12]3[CH:13]=[C:14]4[C@:19]([C:21]([O:23][CH3:24])=[O:22])([CH2:20][C:11]=3[CH:10]=[N:9]2)[CH2:18][N:17]([S:25]([C:28]2[CH:33]=[C:32]([F:34])[C:31](F)=[C:30]([F:36])[CH:29]=2)(=[O:27])=[O:26])[CH2:16][CH2:15]4)=[CH:4][CH:3]=1.[CH3:37][O-:38].[Na+]. Product: [F:34][C:32]1[CH:33]=[C:28]([S:25]([N:17]2[CH2:16][CH2:15][C:14]3[C@:19]([C:21]([O:23][CH3:24])=[O:22])([CH2:20][C:11]4[CH:10]=[N:9][N:8]([C:5]5[CH:4]=[CH:3][C:2]([F:1])=[CH:7][CH:6]=5)[C:12]=4[CH:13]=3)[CH2:18]2)(=[O:27])=[O:26])[CH:29]=[C:30]([F:36])[C:31]=1[O:38][CH3:37]. The catalyst class is: 16. (6) Reactant: C1C=C(Cl)C=C(C(OO)=O)C=1.[CH3:12][NH:13][C:14]1[C:19]([C:20]#[N:21])=[CH:18][N:17]=[C:16](SC)[N:15]=1.[CH3:24][N:25]1[CH2:30][CH2:29][N:28]([C:31]2[CH:37]=[CH:36][C:34]([NH2:35])=[CH:33][CH:32]=2)[CH2:27][CH2:26]1.CCN(C(C)C)C(C)C. Product: [CH3:12][NH:13][C:14]1[C:19]([C:20]#[N:21])=[CH:18][N:17]=[C:16]([NH:35][C:34]2[CH:33]=[CH:32][C:31]([N:28]3[CH2:27][CH2:26][N:25]([CH3:24])[CH2:30][CH2:29]3)=[CH:37][CH:36]=2)[N:15]=1. The catalyst class is: 359.